Dataset: Forward reaction prediction with 1.9M reactions from USPTO patents (1976-2016). Task: Predict the product of the given reaction. (1) Given the reactants [CH2:1]([O:3][C:4]([C:6]1[S:10][C:9](Cl)=[N:8][C:7]=1[C:12]1[CH:17]=[CH:16][C:15]([C:18]([F:21])([F:20])[F:19])=[CH:14][CH:13]=1)=[O:5])[CH3:2].CC(C)=O.[N-:26]=[N+:27]=[N-:28].[Na+], predict the reaction product. The product is: [CH2:1]([O:3][C:4]([C:6]1[S:10][C:9]([N:26]=[N+:27]=[N-:28])=[N:8][C:7]=1[C:12]1[CH:17]=[CH:16][C:15]([C:18]([F:21])([F:20])[F:19])=[CH:14][CH:13]=1)=[O:5])[CH3:2]. (2) Given the reactants FC(F)(F)C(O)=O.[C:8]([O:12][C:13](=[O:35])[NH:14][CH2:15][C@@H:16]1[O:20][C:19](=[O:21])[N:18]([C:22]2[CH:23]=[CH:24][C:25]3[N:31]([CH3:32])[C:30](=[O:33])[O:29][CH2:28][CH2:27][C:26]=3[CH:34]=2)[CH2:17]1)(C)(C)C.ClC(OC)=O.NC[C@@H]1OC(=O)N(C2C=CC3N(C)C(=O)OCCC=3C=2)C1, predict the reaction product. The product is: [CH3:32][N:31]1[C:25]2[CH:24]=[CH:23][C:22]([N:18]3[CH2:17][C@H:16]([CH2:15][NH:14][C:13](=[O:35])[O:12][CH3:8])[O:20][C:19]3=[O:21])=[CH:34][C:26]=2[CH2:27][CH2:28][O:29][C:30]1=[O:33]. (3) Given the reactants [CH2:1]([O:8][C:9]1[C:10]([CH3:23])=[C:11]2[C:15](=[CH:16][CH:17]=1)[NH:14][C:13]([C:18]([O:20][CH2:21][CH3:22])=[O:19])=[CH:12]2)[C:2]1[CH:7]=[CH:6][CH:5]=[CH:4][CH:3]=1.[H-].[Na+].[CH3:26]I.[Cl-].[Na+], predict the reaction product. The product is: [CH2:1]([O:8][C:9]1[C:10]([CH3:23])=[C:11]2[C:15](=[CH:16][CH:17]=1)[N:14]([CH3:26])[C:13]([C:18]([O:20][CH2:21][CH3:22])=[O:19])=[CH:12]2)[C:2]1[CH:3]=[CH:4][CH:5]=[CH:6][CH:7]=1. (4) Given the reactants [N:1]1([S:6]([C:9]2[CH:10]=[C:11]([CH:15]=[CH:16][CH:17]=2)[C:12]([OH:14])=[O:13])(=[O:8])=[O:7])[CH2:5][CH2:4][CH2:3][CH2:2]1.S(=O)(=O)(O)O.[CH3:23]O, predict the reaction product. The product is: [N:1]1([S:6]([C:9]2[CH:10]=[C:11]([CH:15]=[CH:16][CH:17]=2)[C:12]([O:14][CH3:23])=[O:13])(=[O:7])=[O:8])[CH2:2][CH2:3][CH2:4][CH2:5]1. (5) Given the reactants [C:1]([O:5][C:6]([NH:8][CH:9]1[CH2:14][CH2:13][CH:12]([C:15]([OH:17])=O)[CH2:11][CH2:10]1)=[O:7])([CH3:4])([CH3:3])[CH3:2].CCN=C=NCCCN(C)C.C1C=CC2N(O)N=NC=2C=1.[NH:39]1[CH2:44][CH2:43][O:42][CH2:41][CH2:40]1, predict the reaction product. The product is: [C:1]([O:5][C:6](=[O:7])[NH:8][CH:9]1[CH2:10][CH2:11][CH:12]([C:15]([N:39]2[CH2:44][CH2:43][O:42][CH2:41][CH2:40]2)=[O:17])[CH2:13][CH2:14]1)([CH3:2])([CH3:3])[CH3:4]. (6) Given the reactants [CH2:1]([O:3][C:4](=[O:20])[CH:5]([O:17][CH2:18][CH3:19])[CH2:6][C:7]1[CH:12]=[CH:11][C:10]([O:13][CH2:14][CH2:15][NH2:16])=[CH:9][CH:8]=1)[CH3:2].C(N(CC)CC)C.[C:28](Cl)(=[O:35])[CH2:29][CH2:30][CH2:31][CH2:32][CH2:33][CH3:34], predict the reaction product. The product is: [CH2:1]([O:3][C:4](=[O:20])[CH:5]([O:17][CH2:18][CH3:19])[CH2:6][C:7]1[CH:12]=[CH:11][C:10]([O:13][CH2:14][CH2:15][NH:16][C:28](=[O:35])[CH2:29][CH2:30][CH2:31][CH2:32][CH2:33][CH3:34])=[CH:9][CH:8]=1)[CH3:2].